This data is from HIV replication inhibition screening data with 41,000+ compounds from the AIDS Antiviral Screen. The task is: Binary Classification. Given a drug SMILES string, predict its activity (active/inactive) in a high-throughput screening assay against a specified biological target. (1) The molecule is O=C(O)c1cscc1Cc1cccs1. The result is 0 (inactive). (2) The compound is CCOC(=O)C12CCSC1C1(C#N)C(C#N)=CC2(N=P(c2ccccc2)(c2ccccc2)c2ccccc2)n2c(=O)n(-c3ccccc3)c(=O)n21. The result is 0 (inactive). (3) The compound is CCOC(=O)Nc1ccc(C(=O)C=Cc2ccc(N(CC)CC)cc2)cc1. The result is 0 (inactive). (4) The molecule is CC1(C)OC(C(O)CO)C(O)C(C2SCCCS2)O1. The result is 0 (inactive). (5) The compound is O=C(CC(=O)c1ccc(Cl)cc1)Cc1ccc2ccccc2n1. The result is 0 (inactive). (6) The compound is CCOC(=O)c1cc2c(nc1N)C(=O)CCC2. The result is 0 (inactive). (7) The compound is O=Nc1ccc(O)c2ncccc12. The result is 0 (inactive). (8) The molecule is C=CCOc1ccc(C(N=Nc2ccc([N+](=O)[O-])cc2)=NNC(=O)c2ccccc2)cc1OC. The result is 0 (inactive).